Dataset: Catalyst prediction with 721,799 reactions and 888 catalyst types from USPTO. Task: Predict which catalyst facilitates the given reaction. Reactant: [NH3:1].CO.Cl[C:5]1[C:6]2[C:13]([I:14])=[CH:12][N:11]([CH2:15][O:16][CH2:17][CH2:18][Si:19]([CH3:22])([CH3:21])[CH3:20])[C:7]=2[N:8]=[CH:9][N:10]=1. Product: [I:14][C:13]1[C:6]2[C:5]([NH2:1])=[N:10][CH:9]=[N:8][C:7]=2[N:11]([CH2:15][O:16][CH2:17][CH2:18][Si:19]([CH3:22])([CH3:21])[CH3:20])[CH:12]=1. The catalyst class is: 24.